From a dataset of Reaction yield outcomes from USPTO patents with 853,638 reactions. Predict the reaction yield, written as a fraction of the theoretical maximum amount of product (1.0 means a 100% yield; for example, 0.34 means a 34% yield). (1) The reactants are [OH:1][C:2]1[C:11]2[C:6](=[CH:7][CH:8]=[CH:9][CH:10]=2)[C:5](=[O:12])[N:4]([C:13]2[CH:18]=[CH:17][C:16](I)=[CH:15][CH:14]=2)[N:3]=1.[C:20]1(B(O)O)[CH:25]=[CH:24][CH:23]=[CH:22][CH:21]=1.[F-].[K+]. The catalyst is CO.[Pd]. The product is [C:16]1([C:20]2[CH:25]=[CH:24][CH:23]=[CH:22][CH:21]=2)[CH:17]=[CH:18][C:13]([N:4]2[N:3]=[C:2]([OH:1])[C:11]3[C:6](=[CH:7][CH:8]=[CH:9][CH:10]=3)[C:5]2=[O:12])=[CH:14][CH:15]=1. The yield is 0.780. (2) The catalyst is CCOCC. The product is [CH2:27]([Sn:18]([CH2:19][CH2:20][CH2:21][CH3:22])([CH2:23][CH2:24][CH2:25][CH3:26])[C:2]1[S:3][CH:4]=[CH:5][N:6]=1)[CH2:28][CH2:29][CH3:30]. The reactants are Br[C:2]1[S:3][CH:4]=[CH:5][N:6]=1.[Li]CCCC.CCCCCC.[Sn:18](Cl)([CH2:27][CH2:28][CH2:29][CH3:30])([CH2:23][CH2:24][CH2:25][CH3:26])[CH2:19][CH2:20][CH2:21][CH3:22].O. The yield is 0.900. (3) The product is [N+:1]([C:4]1[CH:5]=[N:6][CH:7]=[CH:8][C:9]=1[C:10]1([C:11]([O:13][CH2:14][CH3:15])=[O:12])[CH2:8][CH2:9][CH2:4][CH2:5]1)([O-:3])=[O:2]. The reactants are [N+:1]([C:4]1[CH:5]=[N:6][CH:7]=[CH:8][C:9]=1[CH2:10][C:11]([O:13][CH2:14][CH3:15])=[O:12])([O-:3])=[O:2].C[O-].[Na+].O. The catalyst is CO. The yield is 0.320. (4) The reactants are [Cl:1][C:2]1[CH:10]=[CH:9][C:5]([C:6](Cl)=[O:7])=[CH:4][CH:3]=1.[NH2:11][CH2:12][C:13]1[S:14][CH:15]=[CH:16][CH:17]=1.CCN(C(C)C)C(C)C. The catalyst is C(Cl)Cl. The product is [Cl:1][C:2]1[CH:10]=[CH:9][C:5]([C:6]([NH:11][CH2:12][C:13]2[S:14][CH:15]=[CH:16][CH:17]=2)=[O:7])=[CH:4][CH:3]=1. The yield is 0.980. (5) The reactants are [CH2:1]([C:5]1[CH:10]=[CH:9][C:8]([C:11]([CH3:40])([CH2:15][CH2:16][CH2:17][CH2:18][C:19](=[O:39])[CH2:20][CH2:21][CH2:22][CH2:23][C:24]([C:29]2[CH:34]=[CH:33][C:32]([CH2:35]C(C)C)=[CH:31][CH:30]=2)([CH3:28])[C:25]([OH:27])=[O:26])[C:12]([OH:14])=[O:13])=[CH:7][CH:6]=1)C(C)C.C(OC(=O)C(C)(C1C=CC(C)=CC=1)CCCCC(=O)CCCCC(C)(C1C=CC(C)=CC=1)C(OCC)=O)C.[OH-].[K+]. The catalyst is O.C(O)C. The product is [CH3:28][C:24]([C:29]1[CH:34]=[CH:33][C:32]([CH3:35])=[CH:31][CH:30]=1)([CH2:23][CH2:22][CH2:21][CH2:20][C:19](=[O:39])[CH2:18][CH2:17][CH2:16][CH2:15][C:11]([CH3:40])([C:8]1[CH:7]=[CH:6][C:5]([CH3:1])=[CH:10][CH:9]=1)[C:12]([OH:14])=[O:13])[C:25]([OH:27])=[O:26]. The yield is 0.390. (6) The reactants are [NH2:1][C:2]1[C:3]([CH3:13])=[C:4]([CH:9]=[C:10]([Br:12])[CH:11]=1)[C:5]([O:7][CH3:8])=[O:6].O=[C:15]1[CH2:20][CH2:19][N:18]([C:21]([O:23][C:24]([CH3:27])([CH3:26])[CH3:25])=[O:22])[CH2:17][CH2:16]1.C(O)(=O)C.C(O[BH-](OC(=O)C)OC(=O)C)(=O)C.[Na+]. The catalyst is ClC(Cl)C. The product is [Br:12][C:10]1[CH:9]=[C:4]([C:5]([O:7][CH3:8])=[O:6])[C:3]([CH3:13])=[C:2]([NH:1][CH:15]2[CH2:20][CH2:19][N:18]([C:21]([O:23][C:24]([CH3:27])([CH3:26])[CH3:25])=[O:22])[CH2:17][CH2:16]2)[CH:11]=1. The yield is 0.662. (7) The reactants are [OH:1][C:2]1[CH:3]=[C:4]([CH:9]=[C:10]([O:12][C@H:13]2[CH2:17][CH2:16][N:15]([CH3:18])[C:14]2=[O:19])[CH:11]=1)[C:5]([O:7][CH3:8])=[O:6].[N:20]1([C:24]([C:26]2[CH:31]=[N:30][C:29](Cl)=[CH:28][N:27]=2)=[O:25])[CH2:23][CH2:22][CH2:21]1.C(=O)([O-])[O-]. The catalyst is CC(N(C)C)=O. The product is [N:20]1([C:24]([C:26]2[N:27]=[CH:28][C:29]([O:1][C:2]3[CH:3]=[C:4]([CH:9]=[C:10]([O:12][C@H:13]4[CH2:17][CH2:16][N:15]([CH3:18])[C:14]4=[O:19])[CH:11]=3)[C:5]([O:7][CH3:8])=[O:6])=[N:30][CH:31]=2)=[O:25])[CH2:23][CH2:22][CH2:21]1. The yield is 0.710. (8) The reactants are C(O)(C(F)(F)F)=O.[NH2:8][C:9]1[C:28]([Br:29])=[CH:27][C:12]2[C:13]([C:22]([O:24][CH2:25][CH3:26])=[O:23])=[C:14]([C:16]3(O)[CH2:20][CH2:19][CH2:18][CH2:17]3)[O:15][C:11]=2[CH:10]=1.C([O-])(O)=O.[Na+]. The catalyst is C(Cl)Cl. The product is [NH2:8][C:9]1[C:28]([Br:29])=[CH:27][C:12]2[C:13]([C:22]([O:24][CH2:25][CH3:26])=[O:23])=[C:14]([C:16]3[CH2:20][CH2:19][CH2:18][CH:17]=3)[O:15][C:11]=2[CH:10]=1. The yield is 0.940. (9) The reactants are [CH2:1]([Mg]Br)[CH3:2].[Cl:5][C:6]1[CH:7]=[CH:8][C:9]([CH:29]=[O:30])=[C:10]2[C:14]=1[N:13]=[C:12]1[N:15]([C:19]3[C:20]([CH3:28])=[N:21][C:22]([N:25]([CH3:27])[CH3:26])=[CH:23][CH:24]=3)[CH2:16][CH2:17][CH2:18][N:11]21. The catalyst is O1CCCC1. The product is [Cl:5][C:6]1[C:14]2[N:13]=[C:12]3[N:15]([C:19]4[C:20]([CH3:28])=[N:21][C:22]([N:25]([CH3:27])[CH3:26])=[CH:23][CH:24]=4)[CH2:16][CH2:17][CH2:18][N:11]3[C:10]=2[C:9]([CH:29]([OH:30])[CH2:1][CH3:2])=[CH:8][CH:7]=1. The yield is 0.800.